This data is from Forward reaction prediction with 1.9M reactions from USPTO patents (1976-2016). The task is: Predict the product of the given reaction. (1) Given the reactants [N:1]1[C:5]2[CH:6]=[CH:7][C:8]([NH:10][C:11]3[C:12]4[N:13]([CH:18]=[CH:19][N:20]=4)[CH:14]=[C:15](Br)[N:16]=3)=[CH:9][C:4]=2[NH:3][CH:2]=1.S(O)(O)(=O)=O.[NH2:26][C:27]1[CH:28]=[C:29](B(O)O)[CH:30]=[CH:31][CH:32]=1.[NH2:26][C:27]1[CH:32]=[C:31](B(O)O)[CH:30]=[CH:29][CH:28]=1.C([O-])([O-])=O.[Na+].[Na+], predict the reaction product. The product is: [NH2:26][C:27]1[CH:32]=[C:31]([C:15]2[N:16]=[C:11]([NH:10][C:8]3[CH:7]=[CH:6][C:5]4[N:1]=[CH:2][NH:3][C:4]=4[CH:9]=3)[C:12]3[N:13]([CH:18]=[CH:19][N:20]=3)[CH:14]=2)[CH:30]=[CH:29][CH:28]=1. (2) Given the reactants [CH3:1][C:2]1[N:3]([CH2:21][C:22]2[CH:23]=[C:24]([CH:28]=[CH:29][CH:30]=2)[C:25](O)=[O:26])[C:4]2[C:9]([CH:10]=1)=[CH:8][C:7]([C:11]([OH:20])([C:16]([F:19])([F:18])[F:17])[C:12]([F:15])([F:14])[F:13])=[CH:6][CH:5]=2.Cl.[CH3:32][NH:33][CH3:34].CN1CCOCC1.C1C=CC2N(O)N=NC=2C=1.CCN=C=NCCCN(C)C.Cl, predict the reaction product. The product is: [CH3:32][N:33]([CH3:34])[C:25](=[O:26])[C:24]1[CH:28]=[CH:29][CH:30]=[C:22]([CH2:21][N:3]2[C:4]3[C:9](=[CH:8][C:7]([C:11]([OH:20])([C:16]([F:19])([F:18])[F:17])[C:12]([F:13])([F:14])[F:15])=[CH:6][CH:5]=3)[CH:10]=[C:2]2[CH3:1])[CH:23]=1. (3) Given the reactants C(OC(=O)[NH:7][C:8]1[CH:13]=[C:12]([CH3:14])[CH:11]=[CH:10][C:9]=1[O:15][CH2:16][CH:17]1[CH2:26][C:25]2[C:20](=[CH:21][CH:22]=[CH:23][CH:24]=2)[N:19]([CH2:27][CH3:28])[CH2:18]1)(C)(C)C, predict the reaction product. The product is: [CH2:27]([N:19]1[C:20]2[C:25](=[CH:24][CH:23]=[CH:22][CH:21]=2)[CH2:26][CH:17]([CH2:16][O:15][C:9]2[CH:10]=[CH:11][C:12]([CH3:14])=[CH:13][C:8]=2[NH2:7])[CH2:18]1)[CH3:28]. (4) Given the reactants CNCCN(C)C.[CH2:8]([Li])[CH2:9][CH2:10]C.[Cl:13][C:14]1[C:19]([CH:20]=[O:21])=[CH:18][CH:17]=[CH:16][CH:15]=1.[Cu]C#N.C(Br)C=C.[Cl-].[NH4+], predict the reaction product. The product is: [CH2:10]([C:18]1[CH:17]=[CH:16][CH:15]=[C:14]([Cl:13])[C:19]=1[CH:20]=[O:21])[CH:9]=[CH2:8]. (5) Given the reactants [C:1]([C:5]1[NH:6][C:7](=[C:10]([C:25]#[N:26])[C:11]2[CH:16]=[CH:15][N:14]=[C:13]([NH:17][CH2:18][CH2:19][CH2:20][NH:21][C:22](=[O:24])[CH3:23])[N:12]=2)[S:8][CH:9]=1)([CH3:4])([CH3:3])[CH3:2].[CH3:27]C(C)([O-])C.[K+].CI.C(O)(C(F)(F)F)=O, predict the reaction product. The product is: [C:1]([C:5]1[NH:6][C:7](=[C:10]([C:25]#[N:26])[C:11]2[CH:16]=[CH:15][N:14]=[C:13]([N:17]([CH3:27])[CH2:18][CH2:19][CH2:20][NH:21][C:22](=[O:24])[CH3:23])[N:12]=2)[S:8][CH:9]=1)([CH3:4])([CH3:2])[CH3:3]. (6) Given the reactants Cl.Cl[CH2:3][CH2:4][CH2:5][N:6]1[CH2:11][CH2:10][CH2:9][CH2:8][CH2:7]1.C(=O)([O-])[O-].[K+].[K+].[I-].[K+].[I:20][C:21]1[CH:26]=[CH:25][C:24]([OH:27])=[CH:23][CH:22]=1, predict the reaction product. The product is: [I:20][C:21]1[CH:26]=[CH:25][C:24]([O:27][CH2:3][CH2:4][CH2:5][N:6]2[CH2:11][CH2:10][CH2:9][CH2:8][CH2:7]2)=[CH:23][CH:22]=1. (7) Given the reactants [OH:1][C:2]1[CH:3]=[C:4]([CH:9]=[CH:10][C:11]=1[CH:12](O)[C:13]1[CH:18]=[CH:17][C:16]([S:19][CH3:20])=[CH:15][CH:14]=1)[C:5]([O:7][CH3:8])=[O:6].Cl, predict the reaction product. The product is: [OH:1][C:2]1[CH:3]=[C:4]([CH:9]=[CH:10][C:11]=1[CH2:12][C:13]1[CH:14]=[CH:15][C:16]([S:19][CH3:20])=[CH:17][CH:18]=1)[C:5]([O:7][CH3:8])=[O:6].